From a dataset of Reaction yield outcomes from USPTO patents with 853,638 reactions. Predict the reaction yield, written as a fraction of the theoretical maximum amount of product (1.0 means a 100% yield; for example, 0.34 means a 34% yield). The reactants are COC1C=CC(C[N:8](CC2C=CC(OC)=CC=2)[C:9]2[N:14]=[C:13]([C:15]3[C:16]([NH:29][C:30]4[CH:31]=[N:32][C:33]([O:36][CH3:37])=[CH:34][CH:35]=4)=[N:17][CH:18]=[C:19]([C:21]([N:23]4[CH2:28][CH2:27][O:26][CH2:25][CH2:24]4)=[O:22])[CH:20]=3)[N:12]=[C:11]([CH3:38])[N:10]=2)=CC=1.OS(C(F)(F)F)(=O)=O. The catalyst is C(O)(C(F)(F)F)=O. The product is [CH3:37][O:36][C:33]1[N:32]=[CH:31][C:30]([NH:29][C:16]2[C:15]([C:13]3[N:12]=[C:11]([CH3:38])[N:10]=[C:9]([NH2:8])[N:14]=3)=[CH:20][C:19]([C:21]([N:23]3[CH2:24][CH2:25][O:26][CH2:27][CH2:28]3)=[O:22])=[CH:18][N:17]=2)=[CH:35][CH:34]=1. The yield is 0.686.